This data is from Catalyst prediction with 721,799 reactions and 888 catalyst types from USPTO. The task is: Predict which catalyst facilitates the given reaction. (1) Reactant: [Br:1][C:2]1[CH:3]=[C:4]([OH:9])[CH:5]=[C:6]([F:8])[CH:7]=1.[Si:10](Cl)([C:13]([CH3:16])([CH3:15])[CH3:14])([CH3:12])[CH3:11].N1C=CN=C1. Product: [Br:1][C:2]1[CH:3]=[C:4]([CH:5]=[C:6]([F:8])[CH:7]=1)[O:9][Si:10]([C:13]([CH3:16])([CH3:15])[CH3:14])([CH3:12])[CH3:11]. The catalyst class is: 1. (2) Reactant: [OH:1][N:2]=[C:3](Cl)[C:4]1[CH:9]=[CH:8][CH:7]=[C:6]([C:10]([F:13])([F:12])[F:11])[CH:5]=1.[CH3:15][O:16][C:17](=[O:22])[CH2:18][C:19]([CH3:21])=O.C[O-].[Na+]. Product: [CH3:15][O:16][C:17]([C:18]1[C:3]([C:4]2[CH:9]=[CH:8][CH:7]=[C:6]([C:10]([F:13])([F:12])[F:11])[CH:5]=2)=[N:2][O:1][C:19]=1[CH3:21])=[O:22]. The catalyst class is: 5. (3) Reactant: [O:1]=[C:2]1[NH:11][C:10]2[CH:9]=[C:8]([C:12]([O:14]C)=[O:13])[CH:7]=[CH:6][C:5]=2[N:4]2[CH2:16][CH2:17][CH2:18][CH2:19][CH:3]12.[Li+].[OH-].C1COCC1.O. Product: [O:1]=[C:2]1[NH:11][C:10]2[CH:9]=[C:8]([C:12]([OH:14])=[O:13])[CH:7]=[CH:6][C:5]=2[N:4]2[CH2:16][CH2:17][CH2:18][CH2:19][CH:3]12. The catalyst class is: 5. (4) Reactant: [CH3:1][NH:2][C@@H:3]1[C:8]2[CH:9]=[CH:10][CH:11]=[CH:12][C:7]=2[C@H:6]([C:13]2[CH:14]=[CH:15][C:16]([Cl:20])=[C:17]([Cl:19])[CH:18]=2)[CH2:5][CH2:4]1.C([O-])(=O)C(C1C=CC=CC=1)O.[OH-].[Na+]. Product: [CH3:1][NH:2][C@@H:3]1[C:8]2[CH:9]=[CH:10][CH:11]=[CH:12][C:7]=2[C@H:6]([C:13]2[CH:14]=[CH:15][C:16]([Cl:20])=[C:17]([Cl:19])[CH:18]=2)[CH2:5][CH2:4]1. The catalyst class is: 13. (5) Reactant: [N:1]12[CH2:8][CH2:7][CH:4]([CH2:5][CH2:6]1)[C@@H:3]([O:9][C:10](=[O:35])[NH:11][CH:12]([C:19]1[CH:24]=[CH:23][CH:22]=[C:21]([O:25][CH2:26][CH2:27][C:28]3[CH:33]=[CH:32][C:31](Br)=[CH:30][CH:29]=3)[CH:20]=1)[C:13]1[CH:18]=[CH:17][CH:16]=[CH:15][CH:14]=1)[CH2:2]2.[CH:36]([C:38]1[CH:43]=[CH:42][C:41](B(O)O)=[CH:40][CH:39]=1)=[O:37].C(=O)([O-])[O-].[Na+].[Na+]. Product: [N:1]12[CH2:8][CH2:7][CH:4]([CH2:5][CH2:6]1)[C@@H:3]([O:9][C:10](=[O:35])[NH:11][CH:12]([C:19]1[CH:24]=[CH:23][CH:22]=[C:21]([O:25][CH2:26][CH2:27][C:28]3[CH:33]=[CH:32][C:31]([C:41]4[CH:42]=[CH:43][C:38]([CH:36]=[O:37])=[CH:39][CH:40]=4)=[CH:30][CH:29]=3)[CH:20]=1)[C:13]1[CH:18]=[CH:17][CH:16]=[CH:15][CH:14]=1)[CH2:2]2. The catalyst class is: 93. (6) Reactant: [F:1][C:2]1[CH:3]=[C:4]([CH:7]=[C:8]([F:11])[C:9]=1[F:10])[CH:5]=O.C1(P(C2C=CC=CC=2)(C2C=CC=CC=2)=[C:19]([CH3:25])[C:20]([O:22][CH2:23][CH3:24])=[O:21])C=CC=CC=1. Product: [CH3:25]/[C:19](=[CH:5]\[C:4]1[CH:3]=[C:2]([F:1])[C:9]([F:10])=[C:8]([F:11])[CH:7]=1)/[C:20]([O:22][CH2:23][CH3:24])=[O:21]. The catalyst class is: 3. (7) Reactant: [N:1]1[CH:2]=[CH:3][N:4]2[CH2:9][CH2:8][CH2:7][CH2:6][C:5]=12.[Br:10]N1C(=O)CCC1=O. Product: [Br:10][C:3]1[N:4]2[CH2:9][CH2:8][CH2:7][CH2:6][C:5]2=[N:1][CH:2]=1. The catalyst class is: 53. (8) Reactant: [Cl:1][C:2]1[CH:36]=[CH:35][C:5]([CH2:6][N:7]2[C:15]3[C:14](=[O:16])[N:13]([CH2:17][CH2:18][CH2:19][O:20]C4CCCCO4)[C:12](=[O:27])[N:11]([CH3:28])[C:10]=3[N:9]=[C:8]2[CH2:29][CH2:30][CH2:31][O:32]CC)=[CH:4][CH:3]=1.C(Cl)(=O)C. Product: [Cl:1][C:2]1[CH:3]=[CH:4][C:5]([CH2:6][N:7]2[C:15]3[C:14](=[O:16])[N:13]([CH2:17][CH2:18][CH2:19][OH:20])[C:12](=[O:27])[N:11]([CH3:28])[C:10]=3[N:9]=[C:8]2[CH2:29][CH2:30][CH2:31][OH:32])=[CH:35][CH:36]=1. The catalyst class is: 8. (9) Reactant: Br[C:2]1[CH:7]=[CH:6][C:5]([C:8]2[N:12]([CH2:13][C@@H:14]3[CH2:18][CH2:17][N:16]([C:19]([CH:21]4[CH2:23][CH2:22]4)=[O:20])[CH2:15]3)[C:11]3[CH:24]=[C:25]([C:28]([N:30]4[CH2:35][CH2:34][N:33]([CH3:36])[CH2:32][CH2:31]4)=[O:29])[CH:26]=[CH:27][C:10]=3[N:9]=2)=[CH:4][CH:3]=1.[F:37][C:38]1[CH:43]=[CH:42][C:41](B(O)O)=[CH:40][CH:39]=1.C(=O)(O)[O-].[Na+]. Product: [CH:21]1([C:19]([N:16]2[CH2:17][CH2:18][C@@H:14]([CH2:13][N:12]3[C:11]4[CH:24]=[C:25]([C:28]([N:30]5[CH2:35][CH2:34][N:33]([CH3:36])[CH2:32][CH2:31]5)=[O:29])[CH:26]=[CH:27][C:10]=4[N:9]=[C:8]3[C:5]3[CH:6]=[CH:7][C:2]([C:41]4[CH:42]=[CH:43][C:38]([F:37])=[CH:39][CH:40]=4)=[CH:3][CH:4]=3)[CH2:15]2)=[O:20])[CH2:22][CH2:23]1. The catalyst class is: 339. (10) The catalyst class is: 525. Reactant: [ClH:1].CS(N1CCNCC1)(=O)=O.C(O)(=O)C.CC(C1CC(=O)CCN1C([O-])=O)(C)C.[BH-](OC(C)=O)(OC(C)=O)OC(C)=O.[Na+].C([O-])([O-])=O.[Na+].[Na+].[CH3:50][S:51]([N:54]1[CH2:59][CH2:58][N:57]([CH:60]2[CH2:65][CH2:64][N:63](C(OC(C)(C)C)=O)[CH2:62][CH2:61]2)[CH2:56][CH2:55]1)(=[O:53])=[O:52].Cl. Product: [ClH:1].[ClH:1].[CH3:50][S:51]([N:54]1[CH2:55][CH2:56][N:57]([CH:60]2[CH2:65][CH2:64][NH:63][CH2:62][CH2:61]2)[CH2:58][CH2:59]1)(=[O:52])=[O:53].